Dataset: Catalyst prediction with 721,799 reactions and 888 catalyst types from USPTO. Task: Predict which catalyst facilitates the given reaction. (1) Reactant: [CH2:1]([CH:3]1[CH:20]([OH:21])[CH:19]([CH3:22])[CH:18]=[C:17]([CH3:23])[CH:16]=[C:15]([O:24][CH3:25])[C:14](=[O:26])[O:13][CH:12]([CH:27]([CH:29]([OH:48])[CH:30]([CH3:47])/[C:31](=[N:41]\[O:42][CH2:43][C:44](O)=[O:45])/[CH:32]=[CH:33]/[CH:34]([CH3:40])[CH:35]([OH:39])/[CH:36]=[CH:37]/[CH3:38])[CH3:28])[CH:11]([O:49][CH3:50])[CH:10]=[CH:9][CH:8]=[C:7]([CH3:51])[CH2:6][CH:5]([CH3:52])[CH:4]1[OH:53])[CH3:2].C1C=CC2N(O)N=NC=2C=1.[N:64]1([CH:70]2[CH2:75][CH2:74][NH:73][CH2:72][CH2:71]2)[CH2:69][CH2:68][CH2:67][CH2:66][CH2:65]1.O. Product: [N:64]1([CH:70]2[CH2:75][CH2:74][N:73]([C:44](=[O:45])[CH2:43][O:42]/[N:41]=[C:31](/[CH:32]=[CH:33]/[CH:34]([CH3:40])[CH:35]([OH:39])/[CH:36]=[CH:37]/[CH3:38])\[CH:30]([CH3:47])[CH:29]([OH:48])[CH:27]([CH:12]3[O:13][C:14](=[O:26])[C:15]([O:24][CH3:25])=[CH:16][C:17]([CH3:23])=[CH:18][CH:19]([CH3:22])[CH:20]([OH:21])[CH:3]([CH2:1][CH3:2])[CH:4]([OH:53])[CH:5]([CH3:52])[CH2:6][C:7]([CH3:51])=[CH:8][CH:9]=[CH:10][CH:11]3[O:49][CH3:50])[CH3:28])[CH2:72][CH2:71]2)[CH2:69][CH2:68][CH2:67][CH2:66][CH2:65]1. The catalyst class is: 4. (2) Reactant: ON1C2N=CC=CC=2N=N1.[F:11][C:12]1[CH:17]=[CH:16][CH:15]=[CH:14][C:13]=1[C:18]1[CH:19]=[N:20][C:21]([N:24]2[C:32]3[C:27](=[CH:28][CH:29]=[C:30]([C:33](O)=[O:34])[CH:31]=3)[C:26]([CH3:36])=[CH:25]2)=[N:22][CH:23]=1.[O:37]1[CH2:42][CH2:41][CH2:40][NH:39][CH2:38]1.C(N(C(C)C)CC)(C)C. Product: [F:11][C:12]1[CH:17]=[CH:16][CH:15]=[CH:14][C:13]=1[C:18]1[CH:19]=[N:20][C:21]([N:24]2[C:32]3[C:27](=[CH:28][CH:29]=[C:30]([C:33]([N:39]4[CH2:40][CH2:41][CH2:42][O:37][CH2:38]4)=[O:34])[CH:31]=3)[C:26]([CH3:36])=[CH:25]2)=[N:22][CH:23]=1. The catalyst class is: 4. (3) Reactant: Cl.OCCC(C)(C)O[C:7]1[CH:16]=[C:15]2[C:10]([CH:11]=[CH:12][CH:13]=[N:14]2)=[CH:9][C:8]=1[NH:17][C:18]([C:20]1[C:24]2[N:25]=[CH:26][N:27]=[CH:28][C:23]=2[S:22][CH:21]=1)=[O:19].Cl. Product: [N:14]1([C:7]2[CH:16]=[C:15]3[C:10]([CH:11]=[CH:12][CH:13]=[N:14]3)=[CH:9][C:8]=2[NH:17][C:18]([C:20]2[C:24]3[N:25]=[CH:26][N:27]=[CH:28][C:23]=3[S:22][CH:21]=2)=[O:19])[CH2:15][CH2:10][CH2:11][CH2:12][CH2:13]1. The catalyst class is: 28. (4) Reactant: C(O)(C(F)(F)F)=O.[NH2:8][C:9]1[N:10]=[CH:11][C:12]([C:24]2[N:28]([CH2:29][CH3:30])[N:27]=[C:26]([CH:31]3[CH2:36][CH2:35][N:34](C(OC(C)(C)C)=O)[CH2:33][CH2:32]3)[N:25]=2)=[N:13][C:14]=1[C:15]1[O:16][C:17]([C:20]([CH3:23])([CH3:22])[CH3:21])=[N:18][N:19]=1. Product: [C:20]([C:17]1[O:16][C:15]([C:14]2[C:9]([NH2:8])=[N:10][CH:11]=[C:12]([C:24]3[N:28]([CH2:29][CH3:30])[N:27]=[C:26]([CH:31]4[CH2:36][CH2:35][NH:34][CH2:33][CH2:32]4)[N:25]=3)[N:13]=2)=[N:19][N:18]=1)([CH3:21])([CH3:22])[CH3:23]. The catalyst class is: 2. (5) Reactant: [CH3:1][O:2][C:3]1[CH:4]=[CH:5][C:6]2[C:10](=O)[CH2:9][S:8][C:7]=2[CH:12]=1.[BH4-].[Na+]. Product: [CH3:1][O:2][C:3]1[CH:4]=[CH:5][C:6]2[CH:10]=[CH:9][S:8][C:7]=2[CH:12]=1. The catalyst class is: 273. (6) Reactant: Cl.[OH:2][NH:3][C:4]([C:6]1[CH:30]=[CH:29][C:9]2[C:10]3[CH:16]=[CH:15][C:14]([S:17]([NH:20][C@@H:21]([CH:26]([CH3:28])[CH3:27])[C:22]([O:24]C)=[O:23])(=[O:19])=[O:18])=[CH:13][C:11]=3[O:12][C:8]=2[CH:7]=1)=[NH:5]. Product: [OH:2][NH:3][C:4]([C:6]1[CH:30]=[CH:29][C:9]2[C:10]3[CH:16]=[CH:15][C:14]([S:17]([NH:20][C@@H:21]([CH:26]([CH3:28])[CH3:27])[C:22]([OH:24])=[O:23])(=[O:19])=[O:18])=[CH:13][C:11]=3[O:12][C:8]=2[CH:7]=1)=[NH:5]. The catalyst class is: 15. (7) Reactant: [CH2:1]([C:4]1[C:13]([N:14]([CH:17]2[CH2:22][CH2:21][C:20]([F:24])([F:23])[CH2:19][CH2:18]2)[CH2:15][CH3:16])=[CH:12][CH:11]=[CH:10][C:5]=1[C:6]([O:8]C)=[O:7])[CH:2]=[CH2:3].[OH-].[Na+].Cl. Product: [CH2:1]([C:4]1[C:13]([N:14]([CH:17]2[CH2:22][CH2:21][C:20]([F:23])([F:24])[CH2:19][CH2:18]2)[CH2:15][CH3:16])=[CH:12][CH:11]=[CH:10][C:5]=1[C:6]([OH:8])=[O:7])[CH:2]=[CH2:3]. The catalyst class is: 5. (8) Reactant: C([O:9][C:10]1[CH:11]=[C:12]2[C:25](=[CH:26][CH:27]=1)[C:24]1[C:15](=[C:16]3[C:21](=[CH:22][CH:23]=1)[NH:20][C:19]([CH3:29])([CH3:28])[CH:18]=[C:17]3[CH3:30])[C:14](=[O:31])[O:13]2)(=O)C1C=CC=CC=1.O1CCCC1.[H-].COCCO[Al+]OCCOC.[Na+].[H-].O.O.O.O.C(C(C(C([O-])=O)O)O)([O-])=O.[Na+].[K+]. Product: [OH:9][C:10]1[CH:11]=[C:12]2[C:25](=[CH:26][CH:27]=1)[C:24]1[C:15](=[C:16]3[C:21](=[CH:22][CH:23]=1)[NH:20][C:19]([CH3:28])([CH3:29])[CH:18]=[C:17]3[CH3:30])[C:14](=[O:31])[O:13]2. The catalyst class is: 84.